Dataset: Full USPTO retrosynthesis dataset with 1.9M reactions from patents (1976-2016). Task: Predict the reactants needed to synthesize the given product. (1) Given the product [ClH:8].[CH2:13]([O:20][C:21]1[CH:22]=[CH:23][C:24]([CH2:25][NH:1][C:2]2[C:7]([Cl:8])=[C:6]([CH3:9])[N:5]=[C:4]([CH3:10])[N:3]=2)=[CH:27][CH:28]=1)[C:14]1[CH:15]=[CH:16][CH:17]=[CH:18][CH:19]=1, predict the reactants needed to synthesize it. The reactants are: [NH2:1][C:2]1[C:7]([Cl:8])=[C:6]([CH3:9])[N:5]=[C:4]([CH3:10])[N:3]=1.[H-].[Na+].[CH2:13]([O:20][C:21]1[CH:28]=[CH:27][C:24]([CH2:25]Cl)=[CH:23][CH:22]=1)[C:14]1[CH:19]=[CH:18][CH:17]=[CH:16][CH:15]=1.O. (2) The reactants are: Cl[CH2:2][C:3]1[C:4]([S:9][CH:10]2[CH2:13][CH2:12][CH2:11]2)=[N:5][CH:6]=[CH:7][CH:8]=1.C[O:15][C:16]([CH:18]1[CH2:20][CH:19]1[C:21]1[CH:26]=[CH:25][C:24]([OH:27])=[C:23]([F:28])[CH:22]=1)=[O:17]. Given the product [CH:10]1([S:9][C:4]2[C:3]([CH2:2][O:27][C:24]3[CH:25]=[CH:26][C:21]([CH:19]4[CH2:20][CH:18]4[C:16]([OH:17])=[O:15])=[CH:22][C:23]=3[F:28])=[CH:8][CH:7]=[CH:6][N:5]=2)[CH2:13][CH2:12][CH2:11]1, predict the reactants needed to synthesize it. (3) Given the product [CH3:2][S:3]([N:6]1[C:19]2[C:14](=[CH:15][CH:16]=[CH:17][CH:18]=2)[C:8]2([CH2:9][CH2:10][N:11]([C:40]([NH:39][CH:36]3[CH2:37][CH2:38][N:33]([C:27]4[CH:32]=[CH:31][CH:30]=[CH:29][CH:28]=4)[CH2:34][CH2:35]3)=[O:41])[CH2:12][CH2:13]2)[CH2:7]1)(=[O:4])=[O:5], predict the reactants needed to synthesize it. The reactants are: Cl.[CH3:2][S:3]([N:6]1[C:19]2[C:14](=[CH:15][CH:16]=[CH:17][CH:18]=2)[C:8]2([CH2:13][CH2:12][NH:11][CH2:10][CH2:9]2)[CH2:7]1)(=[O:5])=[O:4].C(N(CC)CC)C.[C:27]1([N:33]2[CH2:38][CH2:37][CH:36]([NH:39][C:40](=O)[O:41]C3C=CC=CC=3)[CH2:35][CH2:34]2)[CH:32]=[CH:31][CH:30]=[CH:29][CH:28]=1.C(=O)(O)[O-].[Na+]. (4) Given the product [CH3:1][C:2]1([NH:7][C:8](=[O:17])[O:9][CH2:10][C:11]2[CH:16]=[CH:15][CH:14]=[CH:13][CH:12]=2)[CH2:5][C:4](=[O:29])[CH2:3]1, predict the reactants needed to synthesize it. The reactants are: [CH3:1][C:2]1([NH:7][C:8](=[O:17])[O:9][CH2:10][C:11]2[CH:16]=[CH:15][CH:14]=[CH:13][CH:12]=2)[CH2:5][C:4](=C)[CH2:3]1.O.CC1C=CC=C(C)N=1.C(OI(C1C=CC=CC=1)OC(=O)C)(=[O:29])C. (5) Given the product [C:13]([C:2]1[CH:3]=[N:4][C:5]2[C:10]([CH:11]=1)=[CH:9][C:8]([OH:12])=[CH:7][CH:6]=2)#[N:14], predict the reactants needed to synthesize it. The reactants are: Br[C:2]1[CH:3]=[N:4][C:5]2[C:10]([CH:11]=1)=[CH:9][C:8]([OH:12])=[CH:7][CH:6]=2.[C-:13]#[N:14].[Na+].[Cl-].[NH4+]. (6) Given the product [Cl:21][C:22]1[CH:23]=[C:24]([CH2:29][CH:30]([C:34]2[CH:35]=[CH:36][CH:37]=[CH:38][CH:39]=2)[C:31]([NH:1][CH:2]2[C:8](=[O:9])[N:7]([CH:10]([CH3:12])[CH3:11])[C:6]3[CH:13]=[CH:14][CH:15]=[CH:16][C:5]=3[N:4]([CH:17]([CH3:19])[CH3:18])[C:3]2=[O:20])=[O:32])[CH:25]=[CH:26][C:27]=1[Cl:28], predict the reactants needed to synthesize it. The reactants are: [NH2:1][CH:2]1[C:8](=[O:9])[N:7]([CH:10]([CH3:12])[CH3:11])[C:6]2[CH:13]=[CH:14][CH:15]=[CH:16][C:5]=2[N:4]([CH:17]([CH3:19])[CH3:18])[C:3]1=[O:20].[Cl:21][C:22]1[CH:23]=[C:24]([CH2:29][CH:30]([C:34]2[CH:39]=[CH:38][CH:37]=[CH:36][CH:35]=2)[C:31](O)=[O:32])[CH:25]=[CH:26][C:27]=1[Cl:28]. (7) Given the product [F:1][C@H:2]1[C@H:7]([O:8][C:9]2[CH:14]=[CH:13][C:12]([N+:15]([O-:17])=[O:16])=[CH:11][C:10]=2[C:18]([F:21])([F:19])[F:20])[CH2:6][CH2:5][N:4]([CH:24]2[CH2:25][O:22][CH2:23]2)[CH2:3]1, predict the reactants needed to synthesize it. The reactants are: [F:1][C@H:2]1[C@H:7]([O:8][C:9]2[CH:14]=[CH:13][C:12]([N+:15]([O-:17])=[O:16])=[CH:11][C:10]=2[C:18]([F:21])([F:20])[F:19])[CH2:6][CH2:5][NH:4][CH2:3]1.[O:22]1[CH2:25][C:24](=O)[CH2:23]1.C(O[BH-](OC(=O)C)OC(=O)C)(=O)C.[Na+]. (8) Given the product [F:1][C:2]1[CH:8]=[CH:7][C:5](/[N:6]=[C:12]2/[CH:13]=[C:14]([NH:19][CH2:18][C:20]([O:22][CH2:23][CH3:24])=[O:21])[CH2:15][CH2:10][CH2:11]/2)=[CH:4][CH:3]=1, predict the reactants needed to synthesize it. The reactants are: [F:1][C:2]1[CH:8]=[CH:7][C:5]([NH2:6])=[CH:4][CH:3]=1.Cl[C:10]1[CH2:11][C:12](C)(C)[CH2:13][C:14]2[C:15]=1SC[C@@H:18]([C:20]([O:22][CH2:23][CH3:24])=[O:21])[N:19]=2.